Task: Predict the reactants needed to synthesize the given product.. Dataset: Full USPTO retrosynthesis dataset with 1.9M reactions from patents (1976-2016) Given the product [Br:14][CH2:15][CH2:16][CH2:17][O:1][C:2]1[CH:3]=[C:4]2[C:8](=[CH:9][C:10]=1[O:11][CH3:12])[C:7](=[O:13])[CH2:6][CH2:5]2, predict the reactants needed to synthesize it. The reactants are: [OH:1][C:2]1[CH:3]=[C:4]2[C:8](=[CH:9][C:10]=1[O:11][CH3:12])[C:7](=[O:13])[CH2:6][CH2:5]2.[Br:14][CH2:15][CH2:16][CH2:17]Br.[H-].[Na+].